From a dataset of Forward reaction prediction with 1.9M reactions from USPTO patents (1976-2016). Predict the product of the given reaction. (1) Given the reactants [F:1][C:2]1[CH:7]=[C:6]([F:8])[C:5]([NH:9][C:10](=[O:14])[CH:11]([CH3:13])[CH3:12])=[CH:4][C:3]=1[CH:15]1[CH2:20][CH2:19][N:18](C(OC(C)(C)C)=O)[CH2:17][CH2:16]1.Cl, predict the reaction product. The product is: [F:8][C:6]1[CH:7]=[C:2]([F:1])[C:3]([CH:15]2[CH2:16][CH2:17][NH:18][CH2:19][CH2:20]2)=[CH:4][C:5]=1[NH:9][C:10](=[O:14])[CH:11]([CH3:12])[CH3:13]. (2) Given the reactants [C:1]([N:9]1[CH2:14][CH2:13][N:12]([C:15]2[CH:20]=[CH:19][C:18]([C:21](=[O:23])[CH3:22])=[CH:17][CH:16]=2)[CH2:11][CH2:10]1)(=[O:8])[C:2]1[CH:7]=[CH:6][CH:5]=[CH:4][CH:3]=1.[CH:24]([C:26]1[CH:36]=[CH:35][C:29]([CH:30]=[CH:31][C:32]([OH:34])=[O:33])=[CH:28][CH:27]=1)=O.[OH-].[K+], predict the reaction product. The product is: [C:1]([N:9]1[CH2:10][CH2:11][N:12]([C:15]2[CH:16]=[CH:17][C:18]([C:21](=[O:23])/[CH:22]=[CH:24]/[C:26]3[CH:27]=[CH:28][C:29](/[CH:30]=[CH:31]/[C:32]([OH:34])=[O:33])=[CH:35][CH:36]=3)=[CH:19][CH:20]=2)[CH2:13][CH2:14]1)(=[O:8])[C:2]1[CH:3]=[CH:4][CH:5]=[CH:6][CH:7]=1.